This data is from Forward reaction prediction with 1.9M reactions from USPTO patents (1976-2016). The task is: Predict the product of the given reaction. (1) Given the reactants [O:1]=[C:2]1[CH:7]=[CH:6][C:5]([C:8]2[C:9]([C:25]3[CH:30]=[CH:29][CH:28]=[CH:27][CH:26]=3)=[N:10][N:11]3[CH:16]=[CH:15][C:14](OS(C(F)(F)F)(=O)=O)=[CH:13][C:12]=23)=[N:4][N:3]1[CH:31]([CH3:33])[CH3:32].C1(P(C2C=CC=CC=2)CCCP(C2C=CC=CC=2)C2C=CC=CC=2)C=CC=CC=1.C(N(CC)CC)C.[CH3:70][OH:71].CN([CH:75]=[O:76])C, predict the reaction product. The product is: [O:1]=[C:2]1[CH:7]=[CH:6][C:5]([C:8]2[C:9]([C:25]3[CH:30]=[CH:29][CH:28]=[CH:27][CH:26]=3)=[N:10][N:11]3[CH:16]=[CH:15][C:14]([C:70]([O:76][CH3:75])=[O:71])=[CH:13][C:12]=23)=[N:4][N:3]1[CH:31]([CH3:33])[CH3:32]. (2) Given the reactants [F:1][C:2]1[CH:7]=[CH:6][C:5]([CH:8]([C:12]2[CH:17]=[CH:16][C:15]([F:18])=[CH:14][CH:13]=2)[C:9]([OH:11])=O)=[CH:4][CH:3]=1.[NH2:19][CH2:20][CH2:21][CH2:22][N:23]1[CH2:28][CH2:27][CH:26]([C:29]2[CH:30]=[C:31]([NH:35][C:36](=[O:38])[CH3:37])[CH:32]=[CH:33][CH:34]=2)[CH2:25][CH2:24]1, predict the reaction product. The product is: [C:36]([NH:35][C:31]1[CH:30]=[C:29]([CH:26]2[CH2:27][CH2:28][N:23]([CH2:22][CH2:21][CH2:20][NH:19][C:9](=[O:11])[CH:8]([C:5]3[CH:4]=[CH:3][C:2]([F:1])=[CH:7][CH:6]=3)[C:12]3[CH:17]=[CH:16][C:15]([F:18])=[CH:14][CH:13]=3)[CH2:24][CH2:25]2)[CH:34]=[CH:33][CH:32]=1)(=[O:38])[CH3:37].